Dataset: Forward reaction prediction with 1.9M reactions from USPTO patents (1976-2016). Task: Predict the product of the given reaction. (1) Given the reactants [N+:1]([C:4]1[CH:11]=[CH:10][CH:9]=[CH:8][C:5]=1[CH:6]=[O:7])([O-:3])=[O:2].C1(C)C=CC(S([CH2:21][N+:22]#[C-:23])(=O)=O)=CC=1.C(=O)([O-])[O-].[K+].[K+], predict the reaction product. The product is: [O:7]1[C:6]([C:5]2[CH:8]=[CH:9][CH:10]=[CH:11][C:4]=2[N+:1]([O-:3])=[O:2])=[CH:23][N:22]=[CH:21]1. (2) Given the reactants [N:1]#N.F[C:4](F)(F)[CH:5](I)[CH2:6][CH3:7].[CH2:11]([N:18]1[CH2:23][CH2:22][C:21]([S:31]([C:34]2[CH:39]=[CH:38][C:37]([C:40]3[CH:45]=[CH:44][C:43]([O:46][C:47]([F:52])([F:51])[CH:48]([F:50])[F:49])=[CH:42][CH:41]=3)=[CH:36][CH:35]=2)(=[O:33])=[O:32])([C:24](OC(C)(C)C)=[O:25])[CH2:20][CH2:19]1)[C:12]1C=CC=C[CH:13]=1.[C:53]([O:56]CC)(=[O:55])C, predict the reaction product. The product is: [CH:11]1([N:18]2[CH2:23][CH2:22][C:21]([S:31]([C:34]3[CH:35]=[CH:36][C:37]([C:40]4[CH:41]=[CH:42][C:43]([O:46][C:47]([F:51])([F:52])[CH:48]([F:49])[F:50])=[CH:44][CH:45]=4)=[CH:38][CH:39]=3)(=[O:33])=[O:32])([C:24]([NH:1][O:56][CH:53]3[CH2:7][CH2:6][CH2:5][CH2:4][O:55]3)=[O:25])[CH2:20][CH2:19]2)[CH2:12][CH2:13]1. (3) Given the reactants Cl.CN.CC(C)(C)C[CH2:7][NH2:8].[O:11]=[C:12]1[C:20]2([C:24]3=[CH:25][C:26]4[O:30][CH2:29][O:28][C:27]=4[CH:31]=[C:23]3[O:22][CH2:21]2)[C:19]2[C:14](=[CH:15][CH:16]=[CH:17][CH:18]=2)[N:13]1[CH2:32][C:33]1[O:37][C:36]([C:38]([F:41])([F:40])[F:39])=[C:35]([C:42]([OH:44])=O)[CH:34]=1.O=C1C2(COC3C=C4C(=CC2=3)CCO4)C2C(=CC=CC=2)N1CC(O)=O, predict the reaction product. The product is: [CH3:7][NH:8][C:42]([C:35]1[CH:34]=[C:33]([CH2:32][N:13]2[C:14]3[C:19](=[CH:18][CH:17]=[CH:16][CH:15]=3)[C:20]3([C:24]4=[CH:25][C:26]5[O:30][CH2:29][O:28][C:27]=5[CH:31]=[C:23]4[O:22][CH2:21]3)[C:12]2=[O:11])[O:37][C:36]=1[C:38]([F:40])([F:41])[F:39])=[O:44]. (4) The product is: [OH:1][CH2:2][C:3]1[C:4]2[C:9](=[CH:8][CH:7]=[CH:6][CH:5]=2)[C:10]([CH2:17][NH:18][CH3:19])=[C:11]2[C:16]=1[CH:15]=[CH:14][CH:13]=[CH:12]2. Given the reactants [OH:1][CH2:2][C:3]1[C:16]2[C:11](=[CH:12][CH:13]=[CH:14][CH:15]=2)[C:10]([CH:17]=[N:18][CH3:19])=[C:9]2[C:4]=1[CH:5]=[CH:6][CH:7]=[CH:8]2.[BH4-].[Na+], predict the reaction product. (5) Given the reactants [F:1][CH:2]([F:20])[O:3][C:4]1[CH:9]=[CH:8][C:7]([CH:10]2[CH2:15][NH:14][CH2:13][CH:12]([C:16]([O:18][CH3:19])=[O:17])[CH2:11]2)=[CH:6][CH:5]=1.C(N(CC)C(C)C)(C)C.[N:30]1([C:37](OC2C=CC([N+]([O-])=O)=CC=2)=[O:38])[CH2:35][CH2:34][S:33](=[O:36])[CH2:32][CH2:31]1.O, predict the reaction product. The product is: [F:20][CH:2]([F:1])[O:3][C:4]1[CH:5]=[CH:6][C:7]([CH:10]2[CH2:15][N:14]([C:37]([N:30]3[CH2:35][CH2:34][S:33](=[O:36])[CH2:32][CH2:31]3)=[O:38])[CH2:13][CH:12]([C:16]([O:18][CH3:19])=[O:17])[CH2:11]2)=[CH:8][CH:9]=1. (6) The product is: [C:3]1([C:21]2[C:22](=[O:23])[NH:24][C:22](=[O:23])[C:21]=2[S:20][C:18]2[C:17]3[C:12](=[CH:13][CH:14]=[CH:15][CH:16]=3)[N:11]=[C:10]([C:9]([F:8])([F:25])[F:26])[CH:19]=2)[C:4]2=[C:5]3[C:17](=[CH:12][CH:13]=[CH:14]2)[CH2:18][CH2:19][CH2:10][N:1]3[CH:2]=1. Given the reactants [NH:1]1[C:5](=O)[CH:4]=[CH:3][C:2]1=O.[F:8][C:9]([F:26])([F:25])[C:10]1[CH:19]=[C:18]([S:20][CH2:21][C:22]([NH2:24])=[O:23])[C:17]2[C:12](=[CH:13][CH:14]=[CH:15][CH:16]=2)[N:11]=1, predict the reaction product. (7) The product is: [CH3:1][O:2][C:3](=[O:14])[CH:4]([NH:5][C:23]([CH3:25])=[CH:22][C:20](=[O:21])[C:19]1[CH:26]=[CH:27][C:16]([F:15])=[CH:17][CH:18]=1)[CH2:6][C:7]1[CH:8]=[CH:9][C:10]([OH:13])=[CH:11][CH:12]=1. Given the reactants [CH3:1][O:2][C:3](=[O:14])[C@H:4]([CH2:6][C:7]1[CH:12]=[CH:11][C:10]([OH:13])=[CH:9][CH:8]=1)[NH2:5].[F:15][C:16]1[CH:27]=[CH:26][C:19]([C:20]([CH2:22][C:23]([CH3:25])=O)=[O:21])=[CH:18][CH:17]=1, predict the reaction product.